From a dataset of CYP2D6 substrate classification data from Carbon-Mangels et al.. Regression/Classification. Given a drug SMILES string, predict its absorption, distribution, metabolism, or excretion properties. Task type varies by dataset: regression for continuous measurements (e.g., permeability, clearance, half-life) or binary classification for categorical outcomes (e.g., BBB penetration, CYP inhibition). Dataset: cyp2d6_substrate_carbonmangels. The compound is Cc1c(N(C)C)c(=O)n(-c2ccccc2)n1C. The result is 1 (substrate).